This data is from Reaction yield outcomes from USPTO patents with 853,638 reactions. The task is: Predict the reaction yield, written as a fraction of the theoretical maximum amount of product (1.0 means a 100% yield; for example, 0.34 means a 34% yield). (1) The reactants are [Cl:1][C:2]1[C:18]([Cl:19])=[CH:17][CH:16]=[CH:15][C:3]=1[CH2:4][C:5]1[C:6]([C:11]([F:14])([F:13])[F:12])=[N:7][NH:8][C:9]=1[NH2:10].O=[C:21]([C:28]1[CH:33]=[CH:32][N:31]=[CH:30][CH:29]=1)[CH2:22][C:23](OCC)=[O:24].C(=O)(O)[O-].[Na+]. The catalyst is OS(O)(=O)=O.O1CCOCC1. The product is [Cl:1][C:2]1[C:18]([Cl:19])=[CH:17][CH:16]=[CH:15][C:3]=1[CH2:4][C:5]1[C:6]([C:11]([F:13])([F:14])[F:12])=[N:7][N:8]2[C:23]([OH:24])=[CH:22][C:21]([C:28]3[CH:33]=[CH:32][N:31]=[CH:30][CH:29]=3)=[N:10][C:9]=12. The yield is 0.100. (2) The reactants are [CH2:1]([O:8][C:9]([N:11]1[CH2:15][C@H:14]([O:16][C:17]([CH3:20])([CH3:19])[CH3:18])[CH2:13][C@H:12]1[C:21](=[O:26])[NH:22][CH2:23][CH:24]=O)=[O:10])[C:2]1[CH:7]=[CH:6][CH:5]=[CH:4][CH:3]=1.ClC(Cl)(Cl)C(Cl)(Cl)Cl.C1(P(C2C=CC=CC=2)C2C=CC=CC=2)C=CC=CC=1.C(N(CC)CC)C. The catalyst is ClCCl. The product is [CH2:1]([O:8][C:9]([N:11]1[CH2:15][C@H:14]([O:16][C:17]([CH3:19])([CH3:18])[CH3:20])[CH2:13][C@H:12]1[C:21]1[O:26][CH:24]=[CH:23][N:22]=1)=[O:10])[C:2]1[CH:3]=[CH:4][CH:5]=[CH:6][CH:7]=1. The yield is 0.466. (3) The reactants are [C:1]1([NH:7][C:8]([N:10]2[CH2:15][CH2:14][CH:13]([C:16]3[CH:21]=[C:20]([F:22])[C:19]([O:23]CC4C=CC=CC=4)=[CH:18][C:17]=3[O:31]CC3C=CC=CC=3)[CH2:12][CH2:11]2)=[O:9])C=CC=C[CH:2]=1.CO. The catalyst is C(OCC)(=O)C.[Pd]. The product is [C:16]1([C@@H:1]([NH:7][C:8]([N:10]2[CH2:11][CH2:12][CH:13]([C:16]3[CH:21]=[C:20]([F:22])[C:19]([OH:23])=[CH:18][C:17]=3[OH:31])[CH2:14][CH2:15]2)=[O:9])[CH3:2])[CH:21]=[CH:20][CH:19]=[CH:18][CH:17]=1. The yield is 0.720. (4) The reactants are Br[C:2]1[CH:7]=[C:6]([Cl:8])[C:5]([Cl:9])=[CH:4][C:3]=1[F:10].C([Mg]Cl)(C)C.C(O[B:20]1[O:24][C:23]([CH3:26])([CH3:25])[C:22]([CH3:28])([CH3:27])[O:21]1)(C)C.C(OCC)C. The catalyst is O1CCCC1. The product is [Cl:9][C:5]1[C:6]([Cl:8])=[CH:7][C:2]([B:20]2[O:24][C:23]([CH3:26])([CH3:25])[C:22]([CH3:28])([CH3:27])[O:21]2)=[C:3]([F:10])[CH:4]=1. The yield is 0.710. (5) The reactants are [F:1][C:2]1[CH:3]=[C:4]([CH:21]=[CH:22][C:23]=1[F:24])[CH2:5][N:6]1[C:10](=[O:11])[N:9]([C:12]2[CH:13]=[C:14]([CH:18]=[CH:19][N:20]=2)[C:15](O)=[O:16])[CH:8]=[N:7]1.C(N(C(C)C)CC)(C)C.O.[OH:35][N:36]1[C:40]2[CH:41]=[CH:42][CH:43]=C[C:39]=2[N:38]=N1.F[B-](F)(F)F.N1(OC(N(C)C)=[N+](C)C)C2C=CC=CC=2N=N1.CC1ON=C(CN)C=1. The catalyst is O1CCCC1. The product is [F:1][C:2]1[CH:3]=[C:4]([CH:21]=[CH:22][C:23]=1[F:24])[CH2:5][N:6]1[C:10](=[O:11])[N:9]([C:12]2[CH:13]=[C:14]([CH:18]=[CH:19][N:20]=2)[C:15]([NH:38][CH2:39][C:40]2[CH:41]=[C:42]([CH3:43])[O:35][N:36]=2)=[O:16])[CH:8]=[N:7]1. The yield is 0.710. (6) The reactants are [Cl:1][C:2]1[O:3][C:4]2[CH:10]=[CH:9][C:8]([C:11]([CH2:30][CH3:31])=[C:12]([C:23]3[CH:28]=[CH:27][C:26]([OH:29])=[CH:25][CH:24]=3)[C:13]3[CH:18]=[CH:17][C:16]([O:19][CH2:20][CH2:21]Cl)=[CH:15][CH:14]=3)=[CH:7][C:5]=2[CH:6]=1.[CH3:32][NH2:33]. The catalyst is CO. The product is [Cl:1][C:2]1[O:3][C:4]2[CH:10]=[CH:9][C:8]([C:11]([CH2:30][CH3:31])=[C:12]([C:23]3[CH:28]=[CH:27][C:26]([OH:29])=[CH:25][CH:24]=3)[C:13]3[CH:18]=[CH:17][C:16]([O:19][CH2:20][CH2:21][NH:33][CH3:32])=[CH:15][CH:14]=3)=[CH:7][C:5]=2[CH:6]=1. The yield is 0.480. (7) The reactants are [N:1]1([CH2:6][CH2:7][OH:8])[CH2:5][CH2:4][CH2:3][CH2:2]1.Cl[C:10]1[N:15]=[CH:14][C:13](/[C:16](/[C:26]2[CH:31]=[CH:30][C:29]([OH:32])=[CH:28][CH:27]=2)=[C:17](\[C:20]2[CH:25]=[CH:24][CH:23]=[CH:22][CH:21]=2)/[CH2:18][CH3:19])=[CH:12][CH:11]=1. No catalyst specified. The product is [C:20]1(/[C:17](/[CH2:18][CH3:19])=[C:16](/[C:26]2[CH:31]=[CH:30][C:29]([OH:32])=[CH:28][CH:27]=2)\[C:13]2[CH:14]=[N:15][C:10]([O:8][CH2:7][CH2:6][N:1]3[CH2:5][CH2:4][CH2:3][CH2:2]3)=[CH:11][CH:12]=2)[CH:21]=[CH:22][CH:23]=[CH:24][CH:25]=1. The yield is 0.950.